This data is from Forward reaction prediction with 1.9M reactions from USPTO patents (1976-2016). The task is: Predict the product of the given reaction. (1) Given the reactants [NH2:1][C:2]1[N:7]=[CH:6][C:5]([C:8]2[CH:9]=[CH:10][C:11]3[N:12]([C:14](Br)=[C:15]([NH:17][C:18](=[O:20])[CH3:19])[N:16]=3)[CH:13]=2)=[CH:4][C:3]=1[C:22]([F:25])([F:24])[F:23].[CH:26](B(O)O)=[CH2:27], predict the reaction product. The product is: [NH2:1][C:2]1[N:7]=[CH:6][C:5]([C:8]2[CH:9]=[CH:10][C:11]3[N:12]([C:14]([CH:26]=[CH2:27])=[C:15]([NH:17][C:18](=[O:20])[CH3:19])[N:16]=3)[CH:13]=2)=[CH:4][C:3]=1[C:22]([F:25])([F:24])[F:23]. (2) Given the reactants [C:1](OCCOC(=O)C(C)=C)(=O)[C:2](C)=[CH2:3].COC.[C:18]1([CH:25]=[CH:24][C:22](O)=[CH:21][CH:20]=1)O, predict the reaction product. The product is: [CH:2]([C:18]1[CH:25]=[CH:24][CH:22]=[CH:21][CH:20]=1)([CH3:3])[CH3:1]. (3) Given the reactants [CH:1]1([NH:6][C:7]2[CH:8]=[C:9]([F:25])[CH:10]=[C:11]3[C:15]=2[NH:14][C:13]([C:16]2[S:17][CH2:18][C@@H:19]([CH2:21][C:22](O)=[O:23])[N:20]=2)=[CH:12]3)[CH2:5][CH2:4][CH2:3][CH2:2]1.[NH2:26][CH2:27][CH2:28][N:29]1[CH2:34][CH2:33][O:32][CH2:31][CH2:30]1, predict the reaction product. The product is: [CH:1]1([NH:6][C:7]2[CH:8]=[C:9]([F:25])[CH:10]=[C:11]3[C:15]=2[NH:14][C:13]([C:16]2[S:17][CH2:18][C@@H:19]([CH2:21][C:22]([NH:26][CH2:27][CH2:28][N:29]4[CH2:34][CH2:33][O:32][CH2:31][CH2:30]4)=[O:23])[N:20]=2)=[CH:12]3)[CH2:2][CH2:3][CH2:4][CH2:5]1. (4) The product is: [Br:1][C:2]1[CH:3]=[CH:4][C:5]([F:11])=[C:6]([C:8](=[O:10])[CH3:9])[CH:7]=1. Given the reactants [Br:1][C:2]1[CH:3]=[CH:4][C:5]([F:11])=[C:6]([CH:8]([OH:10])[CH3:9])[CH:7]=1.[Cr](O[Cr]([O-])(=O)=O)([O-])(=O)=O, predict the reaction product.